From a dataset of Full USPTO retrosynthesis dataset with 1.9M reactions from patents (1976-2016). Predict the reactants needed to synthesize the given product. (1) Given the product [CH3:10][C:11]1[CH:18]=[CH:17][C:14]([CH2:15][N:2]([C:1]([O:5][C:6]([CH3:9])([CH3:8])[CH3:7])=[O:4])[NH2:3])=[CH:13][CH:12]=1, predict the reactants needed to synthesize it. The reactants are: [C:1]([O:5][C:6]([CH3:9])([CH3:8])[CH3:7])(=[O:4])[NH:2][NH2:3].[CH3:10][C:11]1[CH:18]=[CH:17][C:14]([CH:15]=O)=[CH:13][CH:12]=1. (2) Given the product [O:23]=[C:12]1[NH:11][CH2:17][CH2:16][CH:15]([C:18]([O:20][CH2:21][CH3:22])=[O:19])[CH2:14][CH2:13]1, predict the reactants needed to synthesize it. The reactants are: ClC1N=C(Cl)N=C(Cl)N=1.O[N:11]=[C:12]1[CH2:17][CH2:16][CH:15]([C:18]([O:20][CH2:21][CH3:22])=[O:19])[CH2:14][CH2:13]1.[OH2:23]. (3) Given the product [CH:36]1([O:41][C:42](=[O:55])[C@H:43]([NH:47][C:48]([O:50][C:51]([CH3:54])([CH3:53])[CH3:52])=[O:49])[CH2:44][CH2:45][CH2:56][O:21][C:15]2[CH:14]=[C:13]3[C:18]([C:9]([O:8][C:7]4[CH:6]=[CH:5][C:4]([NH:22][C:23]([NH:25][C:26]5[CH:31]=[CH:30][C:29]([C:32]([F:35])([F:33])[F:34])=[CH:28][CH:27]=5)=[O:24])=[CH:3][C:2]=4[F:1])=[CH:10][CH:11]=[N:12]3)=[CH:17][C:16]=2[O:19][CH3:20])[CH2:40][CH2:39][CH2:38][CH2:37]1, predict the reactants needed to synthesize it. The reactants are: [F:1][C:2]1[CH:3]=[C:4]([NH:22][C:23]([NH:25][C:26]2[CH:31]=[CH:30][C:29]([C:32]([F:35])([F:34])[F:33])=[CH:28][CH:27]=2)=[O:24])[CH:5]=[CH:6][C:7]=1[O:8][C:9]1[C:18]2[C:13](=[CH:14][C:15]([OH:21])=[C:16]([O:19][CH3:20])[CH:17]=2)[N:12]=[CH:11][CH:10]=1.[CH:36]1([O:41][C:42](=[O:55])[C@H:43]([NH:47][C:48]([O:50][C:51]([CH3:54])([CH3:53])[CH3:52])=[O:49])[CH2:44][CH2:45]Br)[CH2:40][CH2:39][CH2:38][CH2:37]1.[C:56]([O-])([O-])=O.[K+].[K+]. (4) The reactants are: [C:1]([O:5][C:6]([NH:8][C:9]([CH3:17])([CH3:16])[CH2:10][O:11][CH2:12][C:13]([OH:15])=O)=[O:7])([CH3:4])([CH3:3])[CH3:2].ON1C2N=CC=CC=2N=N1.Cl.C(N=C=NCCCN(C)C)C.[C:40]([O:43][CH2:44][CH2:45][CH2:46][NH:47][C:48](=[O:75])[C@H:49]([N:57]([C:59](=[O:74])[C@H:60]([NH:72][CH3:73])[CH2:61][C:62]1[CH:71]=[CH:70][C:69]2[C:64](=[CH:65][CH:66]=[CH:67][CH:68]=2)[CH:63]=1)[CH3:58])[CH2:50][C:51]1[CH:56]=[CH:55][CH:54]=[CH:53][CH:52]=1)(=[O:42])[CH3:41].C(N(C(C)C)CC)(C)C. Given the product [C:40]([O:43][CH2:44][CH2:45][CH2:46][NH:47][C:48](=[O:75])[C@H:49]([N:57]([C:59](=[O:74])[C@H:60]([N:72]([C:13](=[O:15])[CH2:12][O:11][CH2:10][C:9]([NH:8][C:6]([O:5][C:1]([CH3:2])([CH3:3])[CH3:4])=[O:7])([CH3:17])[CH3:16])[CH3:73])[CH2:61][C:62]1[CH:71]=[CH:70][C:69]2[C:64](=[CH:65][CH:66]=[CH:67][CH:68]=2)[CH:63]=1)[CH3:58])[CH2:50][C:51]1[CH:52]=[CH:53][CH:54]=[CH:55][CH:56]=1)(=[O:42])[CH3:41], predict the reactants needed to synthesize it.